Dataset: Forward reaction prediction with 1.9M reactions from USPTO patents (1976-2016). Task: Predict the product of the given reaction. Given the reactants C(NC(C)C)(C)C.C([Li])CCC.[CH:13]1([C:23]([O:25][CH3:26])=[O:24])[CH2:18][CH2:17][CH:16]([C:19]([O:21][CH3:22])=[O:20])[CH2:15][CH2:14]1.CN(C)P(N(C)C)(N(C)C)=O.C(NC(C)C)(C)C.[Li].Br[CH2:47][CH2:48][Cl:49].Cl, predict the reaction product. The product is: [Cl:49][CH2:48][CH2:47][C:16]1([C:19]([O:21][CH3:22])=[O:20])[CH2:15][CH2:14][CH:13]([C:23]([O:25][CH3:26])=[O:24])[CH2:18][CH2:17]1.